From a dataset of Full USPTO retrosynthesis dataset with 1.9M reactions from patents (1976-2016). Predict the reactants needed to synthesize the given product. Given the product [CH3:1][S:2]([C:5]1[CH:48]=[CH:47][CH:46]=[CH:45][C:6]=1[CH2:7][NH:8][C:9](=[O:44])[CH:10]([NH:11][C:12]1[CH:13]=[C:14]2[C:19](=[CH:20][CH:21]=1)[C:18]([N:22]([C:30]([O:32][C:33]([CH3:36])([CH3:35])[CH3:34])=[O:31])[C:23]([O:25][C:26]([CH3:29])([CH3:28])[CH3:27])=[O:24])=[N:17][CH:16]=[CH:15]2)[C:37]1[CH:42]=[CH:41][CH:40]=[C:39]([CH:61]=[CH2:62])[CH:38]=1)(=[O:4])=[O:3], predict the reactants needed to synthesize it. The reactants are: [CH3:1][S:2]([C:5]1[CH:48]=[CH:47][CH:46]=[CH:45][C:6]=1[CH2:7][NH:8][C:9](=[O:44])[CH:10]([C:37]1[CH:42]=[CH:41][CH:40]=[C:39](Br)[CH:38]=1)[NH:11][C:12]1[CH:13]=[C:14]2[C:19](=[CH:20][CH:21]=1)[C:18]([N:22]([C:30]([O:32][C:33]([CH3:36])([CH3:35])[CH3:34])=[O:31])[C:23]([O:25][C:26]([CH3:29])([CH3:28])[CH3:27])=[O:24])=[N:17][CH:16]=[CH:15]2)(=[O:4])=[O:3].C(=O)([O-])[O-].[K+].[K+].B1(C=C)OB([CH:61]=[CH2:62])OB(C=C)O1.C1C=CN=CC=1.